From a dataset of Reaction yield outcomes from USPTO patents with 853,638 reactions. Predict the reaction yield, written as a fraction of the theoretical maximum amount of product (1.0 means a 100% yield; for example, 0.34 means a 34% yield). (1) The reactants are [Cl:1][C:2]1[N:7]=[C:6]([CH2:8][NH:9][CH:10]2[CH2:12][CH2:11]2)[CH:5]=[CH:4][N:3]=1.CCN(C(C)C)C(C)C.[CH3:22][S:23](Cl)(=[O:25])=[O:24].O. The catalyst is C(Cl)Cl. The product is [Cl:1][C:2]1[N:7]=[C:6]([CH2:8][N:9]([CH:10]2[CH2:11][CH2:12]2)[S:23]([CH3:22])(=[O:25])=[O:24])[CH:5]=[CH:4][N:3]=1. The yield is 0.770. (2) The reactants are [C:1](=[O:4])([O-])[O-:2].[K+].[K+].CON=[C:10]1[CH2:14][N:13]([C:15]([C:17]2[CH:22]=[CH:21][C:20]([C:23]3[CH:28]=[CH:27][CH:26]=[CH:25][C:24]=3[CH3:29])=[CH:19][CH:18]=2)=[O:16])[C@H:12]([C:30](O)=[O:31])C1.S(OC)(OC)(=O)=O. The catalyst is CC(C)=O. The product is [OH:31][C@H:30]1[CH2:12][N:13]([C:15]([C:17]2[CH:18]=[CH:19][C:20]([C:23]3[CH:28]=[CH:27][CH:26]=[CH:25][C:24]=3[CH3:29])=[CH:21][CH:22]=2)=[O:16])[C@H:14]([C:1]([OH:2])=[O:4])[CH2:10]1. The yield is 0.996. (3) The catalyst is C(OCC)(=O)C.CCCCCC. The product is [OH:19][CH2:8][CH:7]([C:11]1[C:12]([CH3:18])=[CH:13][C:14]([CH3:17])=[C:15]([CH3:16])[C:10]=1[OH:9])[C:1]1[CH:2]=[CH:3][CH:4]=[CH:5][CH:6]=1. The yield is 0.820. The reactants are [C:1]1([CH:7]2[C:11]3[C:12]([CH3:18])=[CH:13][C:14]([CH3:17])=[C:15]([CH3:16])[C:10]=3[O:9][C:8]2=[O:19])[CH:6]=[CH:5][CH:4]=[CH:3][CH:2]=1.